Dataset: Reaction yield outcomes from USPTO patents with 853,638 reactions. Task: Predict the reaction yield, written as a fraction of the theoretical maximum amount of product (1.0 means a 100% yield; for example, 0.34 means a 34% yield). The reactants are C(N(CC)CC)C.[Br:8][C:9]1[CH:17]=[CH:16][C:15]([S:18]([CH:21]([CH3:23])[CH3:22])(=[O:20])=[O:19])=[CH:14][C:10]=1[C:11]([NH2:13])=O.FC(F)(F)C(OC(=O)C(F)(F)F)=O. The catalyst is C1COCC1.CCOC(C)=O. The product is [Br:8][C:9]1[CH:17]=[CH:16][C:15]([S:18]([CH:21]([CH3:23])[CH3:22])(=[O:20])=[O:19])=[CH:14][C:10]=1[C:11]#[N:13]. The yield is 0.860.